Dataset: Reaction yield outcomes from USPTO patents with 853,638 reactions. Task: Predict the reaction yield, written as a fraction of the theoretical maximum amount of product (1.0 means a 100% yield; for example, 0.34 means a 34% yield). (1) The catalyst is C(O)C.[Pd]. The yield is 0.480. The reactants are [NH2:1][C:2]1[C:7]([N+:8]([O-])=O)=[CH:6][C:5]([NH:11][C:12]([O:14][CH3:15])=[O:13])=[CH:4][C:3]=1[N+:16]([O-])=O.C([O-])=O.[NH4+].CN(C(/C=C/C1C[C@H]2C(S([O-])(=O)=O)NC3C=C4OCOC4=CC=3C(=O)N2C=1)=O)C.[Na+].[Br:53][C:54]1[CH:61]=[CH:60][C:57]([CH:58]=O)=[CH:56][CH:55]=1. The product is [NH2:8][C:7]1[C:2]2[NH:1][C:58]([C:57]3[CH:60]=[CH:61][C:54]([Br:53])=[CH:55][CH:56]=3)=[N:16][C:3]=2[CH:4]=[C:5]([NH:11][C:12]([O:14][CH3:15])=[O:13])[CH:6]=1. (2) The reactants are [NH2:1][CH2:2][CH2:3][C:4]1[N:8]2[C:9](=[O:21])[C:10]3[NH:11][CH:12]=[N:13][C:14]=3[N:15]([CH2:16][CH2:17][CH2:18][CH2:19][CH3:20])[C:7]2=[N:6][N:5]=1.[Br:22]N1C(=O)CCC1=O. The catalyst is C1COCC1. The product is [NH2:1][CH2:2][CH2:3][C:4]1[N:8]2[C:9](=[O:21])[C:10]3[NH:11][C:12]([Br:22])=[N:13][C:14]=3[N:15]([CH2:16][CH2:17][CH2:18][CH2:19][CH3:20])[C:7]2=[N:6][N:5]=1. The yield is 0.760. (3) The reactants are [CH:1]([O:4][C:5]1[CH:10]=[CH:9][C:8]([C:11]2[N:20]=[C:19](O)[C:18]3[C:13](=[CH:14][C:15]([O:22][CH3:23])=[CH:16][CH:17]=3)[N:12]=2)=[CH:7][CH:6]=1)([CH3:3])[CH3:2].O=P(Cl)(Cl)[Cl:26]. No catalyst specified. The product is [Cl:26][C:19]1[C:18]2[C:13](=[CH:14][C:15]([O:22][CH3:23])=[CH:16][CH:17]=2)[N:12]=[C:11]([C:8]2[CH:9]=[CH:10][C:5]([O:4][CH:1]([CH3:3])[CH3:2])=[CH:6][CH:7]=2)[N:20]=1. The yield is 0.800. (4) The reactants are CS([O:5][CH2:6][CH:7](O)[CH2:8][C:9]1[C:10]([C:16]2[NH:17][C:18]3[C:23]([CH:24]=2)=[C:22]([F:25])[CH:21]=[CH:20][CH:19]=3)=[N:11][C:12]([Cl:15])=[CH:13][CH:14]=1)(=O)=O.[H-].[Na+].O. The catalyst is CN(C=O)C. The product is [Cl:15][C:12]1[CH:13]=[CH:14][C:9]2[CH2:8][CH:7]([CH2:6][OH:5])[N:17]3[C:18]4[CH:19]=[CH:20][CH:21]=[C:22]([F:25])[C:23]=4[CH:24]=[C:16]3[C:10]=2[N:11]=1. The yield is 0.920. (5) The reactants are [Br:1][C:2]1[CH:3]=[C:4]([S:8]([N:11]2[C:15]([C:16]3[CH:21]=[CH:20][CH:19]=[CH:18][CH:17]=3)=[CH:14][C:13]([CH:22]=O)=[CH:12]2)(=[O:10])=[O:9])[CH:5]=[N:6][CH:7]=1.[CH3:24][NH2:25].[BH4-].[Na+].[C:28](=[O:31])([O-])[OH:29].[Na+]. The catalyst is O1CCCC1.CO.O. The product is [Br:1][C:2]1[CH:3]=[C:4]([S:8]([N:11]2[C:15]([C:16]3[CH:21]=[CH:20][CH:19]=[CH:18][CH:17]=3)=[CH:14][C:13]([CH2:22][N:25]([CH3:24])[C:28](=[O:31])[O:29][C:13]([CH3:22])([CH3:14])[CH3:12])=[CH:12]2)(=[O:10])=[O:9])[CH:5]=[N:6][CH:7]=1. The yield is 0.480.